From a dataset of Peptide-MHC class II binding affinity with 134,281 pairs from IEDB. Regression. Given a peptide amino acid sequence and an MHC pseudo amino acid sequence, predict their binding affinity value. This is MHC class II binding data. (1) The peptide sequence is YESIDNILVKMFKTN. The MHC is HLA-DQA10301-DQB10302 with pseudo-sequence HLA-DQA10301-DQB10302. The binding affinity (normalized) is 0.207. (2) The binding affinity (normalized) is 0.661. The MHC is HLA-DQA10201-DQB10301 with pseudo-sequence HLA-DQA10201-DQB10301. The peptide sequence is AMCRTPFSLAEGIVL. (3) The peptide sequence is VSLIAALKGMINLWK. The MHC is DRB1_0404 with pseudo-sequence DRB1_0404. The binding affinity (normalized) is 0.617. (4) The peptide sequence is LPPIVAKEIVASCDKC. The MHC is DRB1_1302 with pseudo-sequence DRB1_1302. The binding affinity (normalized) is 0.147. (5) The peptide sequence is IYKASPTLAFPAGVC. The MHC is HLA-DQA10102-DQB10602 with pseudo-sequence HLA-DQA10102-DQB10602. The binding affinity (normalized) is 0.466. (6) The peptide sequence is MFNMLSTVLGVSILN. The MHC is DRB1_1101 with pseudo-sequence DRB1_1101. The binding affinity (normalized) is 0.379.